From a dataset of Forward reaction prediction with 1.9M reactions from USPTO patents (1976-2016). Predict the product of the given reaction. Given the reactants [ClH:1].[CH3:2][NH:3][CH2:4][CH2:5][CH2:6][CH2:7][CH2:8][CH2:9][CH2:10][CH2:11][CH2:12][CH2:13][CH2:14][CH2:15]CC.[C:18]([N:20]=[C:21]([NH2:23])[NH2:22])#[N:19].[CH2:24](O)[CH3:25], predict the reaction product. The product is: [ClH:1].[CH2:4]([N:3]([CH3:2])[C:18](=[NH:19])[NH:20][C:21](=[NH:22])[NH2:23])[CH2:5][CH2:6][CH2:7][CH2:8][CH2:9][CH2:10][CH2:11][CH2:12][CH2:13][CH2:14][CH2:15][CH2:24][CH3:25].